From a dataset of Forward reaction prediction with 1.9M reactions from USPTO patents (1976-2016). Predict the product of the given reaction. Given the reactants [CH3:1][O:2][C:3](=[O:18])[CH2:4][C:5]1[N:6]=[C:7]([C:11]2[CH:12]=[N:13][C:14](Cl)=[CH:15][CH:16]=2)[O:8][C:9]=1[CH3:10].[C:19]1([SH:25])[CH:24]=[CH:23][CH:22]=[CH:21][CH:20]=1.C(=O)([O-])[O-].[Cs+].[Cs+], predict the reaction product. The product is: [CH3:1][O:2][C:3](=[O:18])[CH2:4][C:5]1[N:6]=[C:7]([C:11]2[CH:12]=[N:13][C:14]([S:25][C:19]3[CH:24]=[CH:23][CH:22]=[CH:21][CH:20]=3)=[CH:15][CH:16]=2)[O:8][C:9]=1[CH3:10].